Dataset: Forward reaction prediction with 1.9M reactions from USPTO patents (1976-2016). Task: Predict the product of the given reaction. (1) Given the reactants [CH2:1]([C:8]1[CH:13]=[CH:12][N:11]=[C:10]([CH2:14][CH:15]([C:21]([O:23][CH2:24][CH3:25])=[O:22])[C:16]([O:18][CH2:19][CH3:20])=[O:17])[CH:9]=1)[C:2]1[CH:7]=[CH:6][CH:5]=[CH:4][CH:3]=1.Cl, predict the reaction product. The product is: [CH2:1]([CH:8]1[CH2:13][CH2:12][NH:11][CH:10]([CH2:14][CH:15]([C:21]([O:23][CH2:24][CH3:25])=[O:22])[C:16]([O:18][CH2:19][CH3:20])=[O:17])[CH2:9]1)[C:2]1[CH:7]=[CH:6][CH:5]=[CH:4][CH:3]=1. (2) Given the reactants [Cl:1][C:2]1[CH:3]=[C:4]([OH:23])[CH:5]=[CH:6][C:7]=1[CH:8]([CH3:22])[C:9]([OH:21])([C:14]1[CH:19]=[N:18][C:17]([CH3:20])=[CH:16][N:15]=1)[C:10]([F:13])([F:12])[F:11].Br[CH2:25][C:26]1[CH:27]=[C:28]([CH:33]=[CH:34][CH:35]=1)[C:29]([O:31][CH3:32])=[O:30].C(=O)([O-])[O-].[K+].[K+], predict the reaction product. The product is: [CH3:32][O:31][C:29](=[O:30])[C:28]1[CH:33]=[CH:34][CH:35]=[C:26]([CH2:25][O:23][C:4]2[CH:5]=[CH:6][C:7]([CH:8]([CH3:22])[C:9]([OH:21])([C:14]3[CH:19]=[N:18][C:17]([CH3:20])=[CH:16][N:15]=3)[C:10]([F:13])([F:11])[F:12])=[C:2]([Cl:1])[CH:3]=2)[CH:27]=1. (3) Given the reactants [CH2:1]([N:8]1[CH2:13][CH2:12][C:11]2([C:21]3[C:16](=[CH:17][CH:18]=[CH:19][C:20]=3[CH2:22][NH2:23])[N:15]([C:24]3[C:25]4[CH:32]([CH:33]([CH3:35])[CH3:34])[CH2:31][CH2:30][C:26]=4[N:27]=[CH:28][N:29]=3)[CH2:14]2)[CH2:10][CH2:9]1)[C:2]1[CH:7]=[CH:6][CH:5]=[CH:4][CH:3]=1.[C:36]1(=O)[CH2:40][CH2:39][CH2:38][CH2:37]1.[BH-](OC(C)=O)(OC(C)=O)OC(C)=O.[Na+], predict the reaction product. The product is: [CH2:1]([N:8]1[CH2:13][CH2:12][C:11]2([C:21]3[C:16](=[CH:17][CH:18]=[CH:19][C:20]=3[CH2:22][NH:23][CH:36]3[CH2:40][CH2:39][CH2:38][CH2:37]3)[N:15]([C:24]3[C:25]4[CH:32]([CH:33]([CH3:35])[CH3:34])[CH2:31][CH2:30][C:26]=4[N:27]=[CH:28][N:29]=3)[CH2:14]2)[CH2:10][CH2:9]1)[C:2]1[CH:3]=[CH:4][CH:5]=[CH:6][CH:7]=1. (4) Given the reactants [NH:1]1[C:10]2[C:5](=[CH:6][CH:7]=[CH:8][CH:9]=2)[CH2:4][CH2:3][CH2:2]1.C([O-])([O-])=O.[K+].[K+].C[CH2:18][O:19][C:20](Cl)=[O:21], predict the reaction product. The product is: [N:1]1([C:20]([O:19][CH3:18])=[O:21])[C:10]2[C:5](=[CH:6][CH:7]=[CH:8][CH:9]=2)[CH2:4][CH2:3][CH2:2]1. (5) Given the reactants [S:1]([N:11]=[C:12]=O)([C:4]1[CH:10]=[CH:9][C:7]([CH3:8])=[CH:6][CH:5]=1)(=[O:3])=[O:2].[C:14]([C:17]1C(=O)[CH:21]=[C:20]([CH3:24])[NH:19][C:18]=1[CH3:25])(=[O:16])[CH3:15], predict the reaction product. The product is: [C:14]([C:17]1[C:18]([CH3:25])=[N:19][C:20]([CH3:24])=[CH:21][C:12]=1[NH:11][S:1]([C:4]1[CH:5]=[CH:6][C:7]([CH3:8])=[CH:9][CH:10]=1)(=[O:2])=[O:3])(=[O:16])[CH3:15]. (6) Given the reactants [OH:1][CH2:2][CH2:3][CH2:4][NH:5][C:6]1[CH:11]=[CH:10][CH:9]=[CH:8][N+:7]=1[O-].O[C:14]1[CH:30]=[CH:29][C:17]2[CH2:18][CH:19]([CH2:24][C:25]([O:27]C)=[O:26])[C:20](=[O:23])[NH:21][CH2:22][C:16]=2[CH:15]=1.C1(P(C2C=CC=CC=2)C2C=CC=CC=2)C=CC=CC=1.N(C(OCC)=O)=NC(OCC)=O, predict the reaction product. The product is: [N:7]1[CH:8]=[CH:9][CH:10]=[CH:11][C:6]=1[NH:5][CH2:4][CH2:3][CH2:2][O:1][C:14]1[CH:30]=[CH:29][C:17]2[CH2:18][CH:19]([CH2:24][C:25]([OH:27])=[O:26])[C:20](=[O:23])[NH:21][CH2:22][C:16]=2[CH:15]=1.